Dataset: Full USPTO retrosynthesis dataset with 1.9M reactions from patents (1976-2016). Task: Predict the reactants needed to synthesize the given product. (1) Given the product [O:31]1[CH:32]=[CH:33][CH:34]=[C:30]1[C:27]1[S:26][C:25]([NH:24][C:21]([C:19]2[CH:18]=[CH:17][C:16]3[N:12]([CH2:11][CH2:10][CH2:9][NH2:8])[CH:13]=[N:14][C:15]=3[CH:20]=2)=[O:23])=[N:29][N:28]=1, predict the reactants needed to synthesize it. The reactants are: C(OC([NH:8][CH2:9][CH2:10][CH2:11][N:12]1[C:16]2[CH:17]=[CH:18][C:19]([C:21]([OH:23])=O)=[CH:20][C:15]=2[N:14]=[CH:13]1)=O)(C)(C)C.[NH2:24][C:25]1[S:26][C:27]([C:30]2[O:31][CH:32]=[CH:33][CH:34]=2)=[N:28][N:29]=1. (2) Given the product [CH2:1]([O:3][C:4](=[O:23])[C:5]1[CH:10]=[CH:9][CH:8]=[C:7]([S:11][C:12]2[C:20]3[C:15](=[CH:16][C:17]([Cl:21])=[CH:18][CH:19]=3)[N:14]([C:25]3[CH:26]=[N:27][N:28]([CH2:30][C:31]4[CH:36]=[CH:35][CH:34]=[CH:33][CH:32]=4)[CH:29]=3)[C:13]=2[CH3:22])[CH:6]=1)[CH3:2], predict the reactants needed to synthesize it. The reactants are: [CH2:1]([O:3][C:4](=[O:23])[C:5]1[CH:10]=[CH:9][CH:8]=[C:7]([S:11][C:12]2[C:20]3[C:15](=[CH:16][C:17]([Cl:21])=[CH:18][CH:19]=3)[NH:14][C:13]=2[CH3:22])[CH:6]=1)[CH3:2].Br[C:25]1[CH:26]=[N:27][N:28]([CH2:30][C:31]2[CH:36]=[CH:35][CH:34]=[CH:33][CH:32]=2)[CH:29]=1. (3) Given the product [F:43]/[C:2](/[C:20]1[CH:25]=[CH:24][N:23]=[CH:22][CH:21]=1)=[CH:1]\[N:3]1[C:11]2[CH:10]=[CH:9][C:8]([CH3:12])=[CH:7][C:6]=2[C:5]2[CH2:13][N:14]([CH3:17])[CH2:15][CH2:16][C:4]1=2, predict the reactants needed to synthesize it. The reactants are: [C:1]([N:3]1[C:11]2[CH:10]=[CH:9][C:8]([CH3:12])=[CH:7][C:6]=2[C:5]2[CH2:13][N:14]([CH3:17])[CH2:15][CH2:16][C:4]1=2)#[CH:2].Cl.Br[C:20]1[CH:25]=[CH:24][N:23]=[CH:22][CH:21]=1.CCCC[N+](CCCC)(CCCC)CCCC.[F-:43].C(=O)(O)[O-]. (4) Given the product [Cl:31][C:32]1[CH:39]=[CH:38][C:35]([CH:36]=[N:30][NH:29][C:16]2[CH:15]=[C:14]([N:8]3[CH2:13][CH2:12][O:11][CH2:10][CH2:9]3)[N:19]3[N:20]=[C:21]([C:23]4[CH:28]=[CH:27][CH:26]=[CH:25][CH:24]=4)[CH:22]=[C:18]3[N:17]=2)=[CH:34][CH:33]=1, predict the reactants needed to synthesize it. The reactants are: FC(F)(F)C(O)=O.[N:8]1([C:14]2[N:19]3[N:20]=[C:21]([C:23]4[CH:28]=[CH:27][CH:26]=[CH:25][CH:24]=4)[CH:22]=[C:18]3[N:17]=[C:16]([NH:29][NH2:30])[CH:15]=2)[CH2:13][CH2:12][O:11][CH2:10][CH2:9]1.[Cl:31][C:32]1[CH:39]=[CH:38][C:35]([CH:36]=O)=[CH:34][CH:33]=1. (5) Given the product [CH:1]1([CH2:4][N:5]([S:37]([CH3:36])(=[O:39])=[O:38])[C:6]2[CH:28]=[CH:27][C:9]([O:10][C:11]3[CH:12]=[C:13]([CH:18]=[C:19]([O:21][C@@H:22]([CH3:26])[CH2:23][O:24][CH3:25])[CH:20]=3)[C:14]([O:16][CH3:17])=[O:15])=[CH:8][CH:7]=2)[CH2:3][CH2:2]1, predict the reactants needed to synthesize it. The reactants are: [CH:1]1([CH2:4][NH:5][C:6]2[CH:28]=[CH:27][C:9]([O:10][C:11]3[CH:12]=[C:13]([CH:18]=[C:19]([O:21][C@@H:22]([CH3:26])[CH2:23][O:24][CH3:25])[CH:20]=3)[C:14]([O:16][CH3:17])=[O:15])=[CH:8][CH:7]=2)[CH2:3][CH2:2]1.C(N(CC)CC)C.[CH3:36][S:37](Cl)(=[O:39])=[O:38].O. (6) The reactants are: Cl[C:2]1[N:7]=[C:6]([NH:8][CH2:9][CH2:10][CH3:11])[N:5]=[C:4]([NH:12][CH2:13][CH2:14][CH3:15])[N:3]=1.Cl.[CH2:17]([O:19][NH:20][CH3:21])[CH3:18]. Given the product [CH2:13]([NH:12][C:4]1[N:5]=[C:6]([NH:8][CH2:9][CH2:10][CH3:11])[N:7]=[C:2]([N:20]([CH3:21])[O:19][CH2:17][CH3:18])[N:3]=1)[CH2:14][CH3:15], predict the reactants needed to synthesize it. (7) Given the product [C:18]([C:17]1[CH:20]=[CH:21][C:14]([NH:13][C:6](=[O:7])[C:5]2[CH:9]=[CH:10][C:11]([CH3:12])=[C:3]([C:1]#[CH:2])[CH:4]=2)=[CH:15][C:16]=1[C:22]([F:23])([F:24])[F:25])#[N:19], predict the reactants needed to synthesize it. The reactants are: [C:1]([C:3]1[CH:4]=[C:5]([CH:9]=[CH:10][C:11]=1[CH3:12])[C:6](Cl)=[O:7])#[CH:2].[NH2:13][C:14]1[CH:21]=[CH:20][C:17]([C:18]#[N:19])=[C:16]([C:22]([F:25])([F:24])[F:23])[CH:15]=1.C(N(CC)CC)C. (8) Given the product [CH3:8][C:4]1[CH:5]=[CH:6][CH:7]=[C:2]([CH3:1])[C:3]=1[C:9]([N:11]1[CH2:18][CH:17]2[CH2:16][N:15]([CH:20]([CH3:37])[CH2:21][C@H:22]([NH:29][C:30]([CH:32]3[CH2:36][CH2:35][CH2:34][CH2:33]3)=[O:31])[C:23]3[CH:24]=[CH:25][CH:26]=[CH:27][CH:28]=3)[CH2:14][CH:13]2[CH2:12]1)=[O:10], predict the reactants needed to synthesize it. The reactants are: [CH3:1][C:2]1[CH:7]=[CH:6][CH:5]=[C:4]([CH3:8])[C:3]=1[C:9]([N:11]1[CH2:18][CH:17]2[CH:13]([CH2:14][NH:15][CH2:16]2)[CH2:12]1)=[O:10].O=[C:20]([CH3:37])[CH2:21][CH:22]([NH:29][C:30]([CH:32]1[CH2:36][CH2:35][CH2:34][CH2:33]1)=[O:31])[C:23]1[CH:28]=[CH:27][CH:26]=[CH:25][CH:24]=1.[BH-](OC(C)=O)(OC(C)=O)OC(C)=O.[Na+].C([O-])(O)=O.[Na+].